Dataset: Reaction yield outcomes from USPTO patents with 853,638 reactions. Task: Predict the reaction yield, written as a fraction of the theoretical maximum amount of product (1.0 means a 100% yield; for example, 0.34 means a 34% yield). (1) The reactants are [Si:1]([O:8][C:9]1([C:12]2[CH:17]=[CH:16][C:15]([CH:18]([CH3:22])[C:19](O)=[O:20])=[CH:14][C:13]=2[F:23])[CH2:11][CH2:10]1)([C:4]([CH3:7])([CH3:6])[CH3:5])([CH3:3])[CH3:2].CCN(C(C)C)C(C)C.CN(C(ON1N=NC2C=CC=CC1=2)=[N+](C)C)C.[B-](F)(F)(F)F.C1C=CC2N(O)N=NC=2C=1.[C:65]([C:69]1[CH:73]=[C:72]([CH2:74][NH2:75])[N:71]([C:76]2[CH:81]=[CH:80][CH:79]=[C:78]([Cl:82])[CH:77]=2)[N:70]=1)([CH3:68])([CH3:67])[CH3:66]. The catalyst is C1COCC1.CN(C=O)C.CCOC(C)=O. The product is [C:65]([C:69]1[CH:73]=[C:72]([CH2:74][NH:75][C:19](=[O:20])[CH:18]([C:15]2[CH:16]=[CH:17][C:12]([C:9]3([O:8][Si:1]([C:4]([CH3:5])([CH3:6])[CH3:7])([CH3:2])[CH3:3])[CH2:10][CH2:11]3)=[C:13]([F:23])[CH:14]=2)[CH3:22])[N:71]([C:76]2[CH:81]=[CH:80][CH:79]=[C:78]([Cl:82])[CH:77]=2)[N:70]=1)([CH3:68])([CH3:66])[CH3:67]. The yield is 0.610. (2) The reactants are [CH3:1][CH:2]([CH3:26])[CH2:3][CH:4]([C:17]1[CH:25]=[CH:24][C:20]([C:21]([OH:23])=O)=[CH:19][CH:18]=1)[NH:5][C:6]1[CH:7]=[N:8][C:9]2[C:14]([CH:15]=1)=[CH:13][CH:12]=[C:11]([CH3:16])[CH:10]=2.Cl.[CH3:28][O:29][C:30](=[O:34])[CH2:31][CH2:32][NH2:33].CN(C(ON1N=NC2C=CC=CC1=2)=[N+](C)C)C.F[P-](F)(F)(F)(F)F. The catalyst is C(Cl)Cl.CCOC(C)=O. The product is [CH3:28][O:29][C:30](=[O:34])[CH2:31][CH2:32][NH:33][C:21](=[O:23])[C:20]1[CH:19]=[CH:18][C:17]([CH:4]([NH:5][C:6]2[CH:7]=[N:8][C:9]3[C:14]([CH:15]=2)=[CH:13][CH:12]=[C:11]([CH3:16])[CH:10]=3)[CH2:3][CH:2]([CH3:26])[CH3:1])=[CH:25][CH:24]=1. The yield is 0.900. (3) The reactants are [C:1]([O:5][C@@H:6]([C:11]1[C:40]([CH3:41])=[C:39]([CH2:42][CH3:43])[C:38]2=[N:44][C:35]3=[CH:36][N:37]2[C:12]=1[N:13]1[CH2:49][CH2:48][C:16]([CH3:50])([O:17][CH2:18][CH2:19][CH2:20][CH2:21][C@H:22]([CH3:47])[O:23][C:24]2[CH:25]=[CH:26][C:27]([F:46])=[CH:28][C:29]=2[C:30]2[CH:45]=[C:34]3[CH:33]=[CH:32][CH:31]=2)[CH2:15][CH2:14]1)[C:7]([O:9]C)=[O:8])([CH3:4])([CH3:3])[CH3:2].C(O[C@@H](C1C(C)=CC2=NC3=C(Cl)N2C=1N1CCC(C)(OCCCC[C@H](C)OC2C=CC(C)=CC=2C2C=C3C=CC=2)CC1)C(O)=O)(C)(C)C. No catalyst specified. The product is [C:1]([O:5][C@@H:6]([C:11]1[C:40]([CH3:41])=[C:39]([CH2:42][CH3:43])[C:38]2=[N:44][C:35]3=[CH:36][N:37]2[C:12]=1[N:13]1[CH2:14][CH2:15][C:16]([CH3:50])([O:17][CH2:18][CH2:19][CH2:20][CH2:21][C@H:22]([CH3:47])[O:23][C:24]2[CH:25]=[CH:26][C:27]([F:46])=[CH:28][C:29]=2[C:30]2[CH:45]=[C:34]3[CH:33]=[CH:32][CH:31]=2)[CH2:48][CH2:49]1)[C:7]([OH:9])=[O:8])([CH3:2])([CH3:3])[CH3:4]. The yield is 0.0681. (4) The reactants are [CH3:1][CH:2]([OH:6])[CH2:3][CH2:4][CH3:5].F[C:8]1[CH:13]=[CH:12][CH:11]=[CH:10][C:9]=1[N+:14]([O-:16])=[O:15].[CH3:17][CH:18]([O:22][C:23]1[CH:29]=[CH:28][CH:27]=[CH:26][C:24]=1[NH2:25])[CH2:19][CH2:20][CH3:21].[NH2:30][C:31]1[S:32][CH:33]=[CH:34][N:35]=1. No catalyst specified. The product is [CH3:1][CH:2]([O:6][C:8]1[CH:13]=[CH:12][CH:11]=[CH:10][C:9]=1[N+:14]([O-:16])=[O:15])[CH2:3][CH2:4][CH3:5].[CH3:17][CH:18]([O:22][C:23]1[CH:29]=[CH:28][CH:27]=[CH:26][C:24]=1[NH:25][C:2]([NH:30][C:31]1[S:32][CH:33]=[CH:34][N:35]=1)=[O:6])[CH2:19][CH2:20][CH3:21]. The yield is 0.740. (5) The reactants are Br[C:2]1[CH:3]=[C:4]2[C:13](=[CH:14][CH:15]=1)[C:12]1[N:8]([CH:9]=[C:10]([C:16]3[N:20]([CH2:21][CH2:22][OH:23])[N:19]=[C:18]([CH3:24])[N:17]=3)[N:11]=1)[CH2:7][CH2:6][O:5]2.[CH3:25][N:26]1[CH2:31][CH2:30][CH:29]([CH:32]2[CH2:36][CH2:35][CH2:34][NH:33]2)[CH2:28][CH2:27]1.CC(C1C=C(C(C)C)C(C2C=CC=CC=2P(C2CCCCC2)C2CCCCC2)=C(C(C)C)C=1)C.C(O[Na])(C)(C)C. The catalyst is O1CCOCC1.C1C=CC(/C=C/C(/C=C/C2C=CC=CC=2)=O)=CC=1.C1C=CC(/C=C/C(/C=C/C2C=CC=CC=2)=O)=CC=1.C1C=CC(/C=C/C(/C=C/C2C=CC=CC=2)=O)=CC=1.[Pd].[Pd]. The product is [CH3:24][C:18]1[N:17]=[C:16]([C:10]2[N:11]=[C:12]3[C:13]4[CH:14]=[CH:15][C:2]([N:33]5[CH2:34][CH2:35][CH2:36][CH:32]5[CH:29]5[CH2:28][CH2:27][N:26]([CH3:25])[CH2:31][CH2:30]5)=[CH:3][C:4]=4[O:5][CH2:6][CH2:7][N:8]3[CH:9]=2)[N:20]([CH2:21][CH2:22][OH:23])[N:19]=1. The yield is 0.0400. (6) The reactants are [Cl:1][C:2]1[CH:3]=[C:4]([C@@H:10]2[CH2:14][C:13](=[O:15])[N:12]([C:16]([O:18][C:19]([CH3:22])([CH3:21])[CH3:20])=[O:17])[C@H:11]2[CH3:23])[CH:5]=[CH:6][C:7]=1[O:8][CH3:9].[Li+].[CH3:25][Si]([N-][Si](C)(C)C)(C)C.CI. The catalyst is C1COCC1. The product is [Cl:1][C:2]1[CH:3]=[C:4]([C@@H:10]2[C@@H:14]([CH3:25])[C:13](=[O:15])[N:12]([C:16]([O:18][C:19]([CH3:22])([CH3:21])[CH3:20])=[O:17])[C@H:11]2[CH3:23])[CH:5]=[CH:6][C:7]=1[O:8][CH3:9]. The yield is 0.620. (7) The reactants are [Cl:1][C:2]1[CH:11]=[CH:10][CH:9]=[C:8]2[C:3]=1[C:4](=[O:21])[N:5]([C:14]1[CH:19]=[CH:18][CH:17]=[CH:16][C:15]=1[CH3:20])[C:6]([CH2:12]Cl)=[N:7]2.O.[SH:23][C:24]1[N:32]=[CH:31][N:30]=[C:29]2[C:25]=1[NH:26][CH:27]=[N:28]2.C([O-])([O-])=O.[K+].[K+]. The catalyst is CN(C=O)C. The product is [Cl:1][C:2]1[CH:11]=[CH:10][CH:9]=[C:8]2[C:3]=1[C:4](=[O:21])[N:5]([C:14]1[CH:19]=[CH:18][CH:17]=[CH:16][C:15]=1[CH3:20])[C:6]([CH2:12][S:23][C:24]1[N:32]=[CH:31][N:30]=[C:29]3[C:25]=1[N:26]=[CH:27][NH:28]3)=[N:7]2. The yield is 0.460. (8) The reactants are [CH3:1][C:2]([O-:5])([CH3:4])[CH3:3].[K+].[CH2:7]([N:14]([CH3:20])[CH2:15][CH2:16][C@@H:17]1[CH2:19][O:18]1)[C:8]1[CH:13]=[CH:12][CH:11]=[CH:10][CH:9]=1.O. The catalyst is C(O)(C)(C)C. The product is [CH2:7]([N:14]([CH3:20])[CH2:15][CH2:16][C@@H:17]([OH:18])[CH2:19][O:5][C:2]([CH3:4])([CH3:3])[CH3:1])[C:8]1[CH:13]=[CH:12][CH:11]=[CH:10][CH:9]=1. The yield is 0.330. (9) The reactants are [Cl:1][CH2:2][CH2:3][CH2:4][S:5](Cl)(=[O:7])=[O:6].[CH2:9]([NH2:16])[C:10]1[CH:15]=[CH:14][CH:13]=[CH:12][CH:11]=1.C(N(CC)CC)C. The catalyst is C(Cl)Cl. The product is [CH2:9]([NH:16][S:5]([CH2:4][CH2:3][CH2:2][Cl:1])(=[O:7])=[O:6])[C:10]1[CH:15]=[CH:14][CH:13]=[CH:12][CH:11]=1. The yield is 0.860.